From a dataset of Retrosynthesis with 50K atom-mapped reactions and 10 reaction types from USPTO. Predict the reactants needed to synthesize the given product. (1) Given the product Cc1ccc(C(=O)O)cc1-n1cc(-c2ccc(CN3CCOCC3)nc2)nn1, predict the reactants needed to synthesize it. The reactants are: C#Cc1ccc(CN2CCOCC2)nc1.Cc1ccc(C(=O)O)cc1N=[N+]=[N-]. (2) The reactants are: CCNC1(C(N)=O)CNC1.Cc1nc(Cl)n2nc(-c3ccccc3Cl)c(-c3ccc(Cl)cc3)c2n1. Given the product CCNC1(C(N)=O)CN(c2nc(C)nc3c(-c4ccc(Cl)cc4)c(-c4ccccc4Cl)nn23)C1, predict the reactants needed to synthesize it. (3) The reactants are: CC(C)(C)OC(=O)NCCNc1cc(-c2ccccc2O)nc2ccccc12. Given the product NCCNc1cc(-c2ccccc2O)nc2ccccc12, predict the reactants needed to synthesize it. (4) The reactants are: CC(C)(C)C(=O)c1cn(COCC[Si](C)(C)C)c2ncc(Nc3ccc(C=O)cn3)nc12.CN(C)C(=O)CC#N. Given the product CN(C)C(=O)C(C#N)=Cc1ccc(Nc2cnc3c(n2)c(C(=O)C(C)(C)C)cn3COCC[Si](C)(C)C)nc1, predict the reactants needed to synthesize it. (5) Given the product Cc1ccccc1-n1cc(CN2CCC3(CC2)OCC(F)(F)c2cc(Cl)sc23)c(C)n1, predict the reactants needed to synthesize it. The reactants are: Cc1ccccc1I.Cc1n[nH]cc1CN1CCC2(CC1)OCC(F)(F)c1cc(Cl)sc12. (6) Given the product CC(C)(C)OC(=O)[C@H](Cc1ccc(OCCCC(=O)NC2=NCCN2)cc1)NC(=O)OCC12CC3CC(CC(C3)C1)C2, predict the reactants needed to synthesize it. The reactants are: CCOC(=O)CCCOc1ccc(C[C@H](NC(=O)OCC23CC4CC(CC(C4)C2)C3)C(=O)OC(C)(C)C)cc1.NC1=NCCN1. (7) Given the product CC(C)(C#N)c1ccc(N)cc1, predict the reactants needed to synthesize it. The reactants are: CC(C)(C#N)c1ccc([N+](=O)[O-])cc1.